Task: Predict the reaction yield, written as a fraction of the theoretical maximum amount of product (1.0 means a 100% yield; for example, 0.34 means a 34% yield).. Dataset: Reaction yield outcomes from USPTO patents with 853,638 reactions (1) The reactants are [CH3:1][O:2][C:3](=[O:20])[C:4]1[CH:9]=[CH:8][C:7]([CH2:10][CH:11]2[CH2:18][CH2:17][CH2:16][CH2:15][CH2:14][CH2:13][C:12]2=[O:19])=[CH:6][CH:5]=1.C[Si]([N-][Si](C)(C)C)(C)C.[K+].N(C1C=CC=CC=1)([S:32]([C:35]([F:38])([F:37])[F:36])(=[O:34])=[O:33])[S:32]([C:35]([F:38])([F:37])[F:36])(=[O:34])=[O:33]. The catalyst is C1COCC1. The product is [CH3:1][O:2][C:3](=[O:20])[C:4]1[CH:5]=[CH:6][C:7]([CH2:10][CH:11]2[CH2:18][CH2:17][CH2:16][CH2:15][CH2:14][CH:13]=[C:12]2[O:19][S:32]([C:35]([F:38])([F:37])[F:36])(=[O:34])=[O:33])=[CH:8][CH:9]=1. The yield is 0.680. (2) The reactants are [C:1]([O:5][C:6](=[O:32])[NH:7][C@@H:8]([C:12]1[CH:17]=[CH:16][C:15]([Cl:18])=[C:14]([C:19](=[O:30])[C:20]2[CH:25]=[CH:24][C:23]([N+:26]([O-])=O)=[C:22]([CH3:29])[CH:21]=2)[C:13]=1[F:31])[CH:9]1[CH2:11][CH2:10]1)([CH3:4])([CH3:3])[CH3:2]. The catalyst is C(O)(=O)C.[Zn]. The product is [C:1]([O:5][C:6](=[O:32])[NH:7][C@@H:8]([C:12]1[CH:17]=[CH:16][C:15]([Cl:18])=[C:14]([C:19](=[O:30])[C:20]2[CH:25]=[CH:24][C:23]([NH2:26])=[C:22]([CH3:29])[CH:21]=2)[C:13]=1[F:31])[CH:9]1[CH2:11][CH2:10]1)([CH3:4])([CH3:2])[CH3:3]. The yield is 1.00.